This data is from NCI-60 drug combinations with 297,098 pairs across 59 cell lines. The task is: Regression. Given two drug SMILES strings and cell line genomic features, predict the synergy score measuring deviation from expected non-interaction effect. (1) Cell line: NCI-H522. Drug 2: CC(C)NC(=O)C1=CC=C(C=C1)CNNC.Cl. Drug 1: CN(CC1=CN=C2C(=N1)C(=NC(=N2)N)N)C3=CC=C(C=C3)C(=O)NC(CCC(=O)O)C(=O)O. Synergy scores: CSS=37.6, Synergy_ZIP=1.42, Synergy_Bliss=0.633, Synergy_Loewe=-28.9, Synergy_HSA=-1.89. (2) Drug 1: C1=C(C(=O)NC(=O)N1)N(CCCl)CCCl. Drug 2: N.N.Cl[Pt+2]Cl. Cell line: SK-OV-3. Synergy scores: CSS=12.7, Synergy_ZIP=-3.84, Synergy_Bliss=1.00, Synergy_Loewe=1.59, Synergy_HSA=1.30. (3) Drug 1: COC1=CC(=CC(=C1O)OC)C2C3C(COC3=O)C(C4=CC5=C(C=C24)OCO5)OC6C(C(C7C(O6)COC(O7)C8=CC=CS8)O)O. Drug 2: C1=C(C(=O)NC(=O)N1)F. Cell line: SK-OV-3. Synergy scores: CSS=34.5, Synergy_ZIP=-6.84, Synergy_Bliss=-0.765, Synergy_Loewe=3.15, Synergy_HSA=4.57. (4) Synergy scores: CSS=17.3, Synergy_ZIP=-7.85, Synergy_Bliss=-1.03, Synergy_Loewe=-6.54, Synergy_HSA=-2.49. Cell line: HT29. Drug 1: C1=C(C(=O)NC(=O)N1)N(CCCl)CCCl. Drug 2: N.N.Cl[Pt+2]Cl. (5) Cell line: 786-0. Drug 1: CN(CC1=CN=C2C(=N1)C(=NC(=N2)N)N)C3=CC=C(C=C3)C(=O)NC(CCC(=O)O)C(=O)O. Synergy scores: CSS=33.6, Synergy_ZIP=3.37, Synergy_Bliss=-0.846, Synergy_Loewe=-31.6, Synergy_HSA=-4.26. Drug 2: COC1=C2C(=CC3=C1OC=C3)C=CC(=O)O2. (6) Drug 1: C1CCN(CC1)CCOC2=CC=C(C=C2)C(=O)C3=C(SC4=C3C=CC(=C4)O)C5=CC=C(C=C5)O. Drug 2: C1CC(=O)NC(=O)C1N2CC3=C(C2=O)C=CC=C3N. Cell line: HT29. Synergy scores: CSS=-2.40, Synergy_ZIP=2.58, Synergy_Bliss=1.27, Synergy_Loewe=-0.513, Synergy_HSA=-2.14.